From a dataset of Reaction yield outcomes from USPTO patents with 853,638 reactions. Predict the reaction yield, written as a fraction of the theoretical maximum amount of product (1.0 means a 100% yield; for example, 0.34 means a 34% yield). (1) No catalyst specified. The yield is 0.870. The reactants are [OH:1][N:2]1[C:6](=[O:7])[C:5]2=[CH:8][CH:9]=[CH:10][CH:11]=[C:4]2[C:3]1=[O:12].[CH:13]1([CH2:16]O)[CH2:15][CH2:14]1. The product is [CH:13]1([CH2:16][O:1][N:2]2[C:3](=[O:12])[C:4]3[C:5](=[CH:8][CH:9]=[CH:10][CH:11]=3)[C:6]2=[O:7])[CH2:15][CH2:14]1. (2) The reactants are [C:1]1([C:17]2[CH:22]=[CH:21][CH:20]=[CH:19][CH:18]=2)[CH:6]=[CH:5][C:4]([CH:7]([NH:15][CH3:16])[CH2:8][N:9]2[CH2:14][CH2:13][O:12][CH2:11][CH2:10]2)=[CH:3][CH:2]=1.[CH2:23]([O:25][C:26]([C:28]1[CH:29]=[CH:30][C:31]2[O:36][CH2:35][C:34](=[O:37])[N:33]([CH2:38][C:39]([OH:41])=O)[C:32]=2[CH:42]=1)=[O:27])[CH3:24].C(N(CC)CC)C.F[P-](F)(F)(F)(F)F.N1(O[P+](N(C)C)(N(C)C)N(C)C)C2C=CC=CC=2N=N1.FC(F)(F)C(O)=O. The yield is 0.430. The product is [C:1]1([C:17]2[CH:22]=[CH:21][CH:20]=[CH:19][CH:18]=2)[CH:2]=[CH:3][C:4]([CH:7]([N:15]([CH3:16])[C:39](=[O:41])[CH2:38][N:33]2[C:32]3[CH:42]=[C:28]([C:26]([O:25][CH2:23][CH3:24])=[O:27])[CH:29]=[CH:30][C:31]=3[O:36][CH2:35][C:34]2=[O:37])[CH2:8][N:9]2[CH2:10][CH2:11][O:12][CH2:13][CH2:14]2)=[CH:5][CH:6]=1. The catalyst is C(Cl)Cl.CC#N.O. (3) The yield is 0.220. The reactants are [Al](OS(C(F)(F)F)(=O)=O)(OS(C(F)(F)F)(=O)=O)OS(C(F)(F)F)(=O)=O.[NH2:26][CH2:27][C:28]1[CH:29]=[C:30]([CH:36]=[CH:37][CH:38]=1)[N:31]([CH2:34][CH3:35])[CH2:32][CH3:33].[O:39]1[CH2:41][C@@H:40]1[C@@H:42]([NH:50][C:51](=[O:57])[O:52][C:53]([CH3:56])([CH3:55])[CH3:54])[CH2:43][C:44]1[CH:49]=[CH:48][CH:47]=[CH:46][CH:45]=1. The product is [CH2:34]([N:31]([CH2:32][CH3:33])[C:30]1[CH:29]=[C:28]([CH:38]=[CH:37][CH:36]=1)[CH2:27][NH:26][CH2:41][C@@H:40]([OH:39])[C@@H:42]([NH:50][C:51](=[O:57])[O:52][C:53]([CH3:55])([CH3:54])[CH3:56])[CH2:43][C:44]1[CH:49]=[CH:48][CH:47]=[CH:46][CH:45]=1)[CH3:35]. The catalyst is CCOC(C)=O.O. (4) The reactants are [NH:1]1[C:9]2[C:4](=[CH:5][CH:6]=[CH:7][CH:8]=2)[C:3]2([C:21]3[C:12](=[CH:13][C:14]4[O:19][CH2:18][CH2:17][O:16][C:15]=4[CH:20]=3)[O:11][CH2:10]2)[C:2]1=[O:22].[H-].[Na+].[CH2:25]([O:32][C:33]1[CH:40]=[CH:39][C:36]([CH2:37]Cl)=[CH:35][CH:34]=1)[C:26]1[CH:31]=[CH:30][CH:29]=[CH:28][CH:27]=1. The catalyst is CN(C)C=O.O.C(OCC)(=O)C.[I-].[K+]. The product is [CH2:25]([O:32][C:33]1[CH:34]=[CH:35][C:36]([CH2:37][N:1]2[C:9]3[C:4](=[CH:5][CH:6]=[CH:7][CH:8]=3)[C:3]3([C:21]4[C:12](=[CH:13][C:14]5[O:19][CH2:18][CH2:17][O:16][C:15]=5[CH:20]=4)[O:11][CH2:10]3)[C:2]2=[O:22])=[CH:39][CH:40]=1)[C:26]1[CH:27]=[CH:28][CH:29]=[CH:30][CH:31]=1. The yield is 0.750. (5) The yield is 0.420. The reactants are [Cl:1][C:2]1[N:7]=[N:6][C:5]([NH2:8])=[CH:4][CH:3]=1.Br[CH2:10][C:11]([CH:13]1[CH2:15][CH2:14]1)=O. The catalyst is C(COC)OC. The product is [Cl:1][C:2]1[CH:3]=[CH:4][C:5]2[N:6]([CH:10]=[C:11]([CH:13]3[CH2:15][CH2:14]3)[N:8]=2)[N:7]=1. (6) The reactants are [C:1]([O:5][C:6]([N:8]1[CH2:13][CH2:12][CH2:11][CH:10]([CH2:14][NH:15][C:16]2[C:21](Br)=[CH:20][N:19]=[C:18]([Cl:23])[N:17]=2)[CH2:9]1)=[O:7])([CH3:4])([CH3:3])[CH3:2].[CH3:24][N:25]1[CH:29]=[C:28](B2OC(C)(C)C(C)(C)O2)[CH:27]=[N:26]1.[O-]P([O-])([O-])=O.[K+].[K+].[K+]. The catalyst is O.CC1CCCO1.C1C=CC(P(C2C=CC=CC=2)[C-]2C=CC=C2)=CC=1.C1C=CC(P(C2C=CC=CC=2)[C-]2C=CC=C2)=CC=1.Cl[Pd]Cl.[Fe+2]. The product is [C:1]([O:5][C:6]([N:8]1[CH2:13][CH2:12][CH2:11][CH:10]([CH2:14][NH:15][C:16]2[C:21]([C:28]3[CH:27]=[N:26][N:25]([CH3:24])[CH:29]=3)=[CH:20][N:19]=[C:18]([Cl:23])[N:17]=2)[CH2:9]1)=[O:7])([CH3:4])([CH3:3])[CH3:2]. The yield is 0.380. (7) The reactants are [OH:1][CH2:2][C:3]1[CH:7]=[C:6]([C:8]2[CH:13]=[CH:12][C:11]([CH3:14])=[CH:10][CH:9]=2)[N:5]([C:15]2[CH:20]=[CH:19][C:18]([S:21]([NH2:24])(=[O:23])=[O:22])=[CH:17][CH:16]=2)[N:4]=1.C1C=C[NH+]=CC=1.[O-][Cr](Cl)(=O)=O. The catalyst is C(Cl)Cl. The product is [CH:2]([C:3]1[CH:7]=[C:6]([C:8]2[CH:13]=[CH:12][C:11]([CH3:14])=[CH:10][CH:9]=2)[N:5]([C:15]2[CH:20]=[CH:19][C:18]([S:21]([NH2:24])(=[O:22])=[O:23])=[CH:17][CH:16]=2)[N:4]=1)=[O:1]. The yield is 0.460.